Dataset: Forward reaction prediction with 1.9M reactions from USPTO patents (1976-2016). Task: Predict the product of the given reaction. (1) Given the reactants I[C:2]1[CH:3]=[C:4]([CH:7]=[CH:8][CH:9]=1)[CH:5]=[O:6].C([N:12]([CH2:15][CH3:16])CC)C.[CH2:17]1[CH2:21]O[CH2:19][CH2:18]1, predict the reaction product. The product is: [CH:5]([C:4]1[CH:3]=[C:2]([C:19]#[C:18][C:17]2[CH:21]=[C:3]([C:4]#[C:16][C:15]#[N:12])[CH:2]=[CH:9][CH:8]=2)[CH:9]=[CH:8][CH:7]=1)=[O:6]. (2) Given the reactants [Cl:1][C:2]1[CH:24]=[CH:23][CH:22]=[C:21]([CH3:25])[C:3]=1[CH2:4][N:5]1[C:13]2[C:8](=[CH:9][CH:10]=[C:11]([C:14]([F:19])([F:18])[C:15]([OH:17])=[O:16])[CH:12]=2)[C:7]([CH3:20])=[N:6]1.[OH-].[K+:27], predict the reaction product. The product is: [Cl:1][C:2]1[CH:24]=[CH:23][CH:22]=[C:21]([CH3:25])[C:3]=1[CH2:4][N:5]1[C:13]2[C:8](=[CH:9][CH:10]=[C:11]([C:14]([F:19])([F:18])[C:15]([O-:17])=[O:16])[CH:12]=2)[C:7]([CH3:20])=[N:6]1.[K+:27]. (3) Given the reactants [Br:1][C:2]1[CH:3]=[N:4][CH:5]=[CH:6][C:7]=1[CH2:8][CH:9]1[CH2:18][CH2:17][C:16]2[C:11](=[CH:12][CH:13]=[C:14]([O:19][CH3:20])[CH:15]=2)[C:10]1=[O:21].[CH2:22](Br)[C:23]1[CH:28]=[CH:27][CH:26]=[CH:25][CH:24]=1, predict the reaction product. The product is: [Br-:1].[CH2:22]([N+:4]1[CH:5]=[CH:6][C:7]([CH2:8][CH:9]2[CH2:18][CH2:17][C:16]3[C:11](=[CH:12][CH:13]=[C:14]([O:19][CH3:20])[CH:15]=3)[C:10]2=[O:21])=[C:2]([Br:1])[CH:3]=1)[C:23]1[CH:28]=[CH:27][CH:26]=[CH:25][CH:24]=1.